From a dataset of Catalyst prediction with 721,799 reactions and 888 catalyst types from USPTO. Predict which catalyst facilitates the given reaction. Reactant: [CH3:1][O:2][C@@H:3]1[C@H:8]([O:9][CH3:10])[C@@H:7]([O:11][CH3:12])[C@H:6]([CH3:13])[O:5][C@H:4]1[O:14][NH2:15].CCN(C(C)C)C(C)C.Cl[CH:26]([C:31]([O-])=[O:32])[C:27]([O:29][CH3:30])=[O:28]. Product: [CH3:30][O:29][C:27](=[O:28])[CH2:26][C:31]([NH:15][O:14][C@H:4]1[C@H:3]([O:2][CH3:1])[C@H:8]([O:9][CH3:10])[C@@H:7]([O:11][CH3:12])[C@H:6]([CH3:13])[O:5]1)=[O:32]. The catalyst class is: 4.